This data is from Forward reaction prediction with 1.9M reactions from USPTO patents (1976-2016). The task is: Predict the product of the given reaction. (1) Given the reactants C[Si]([N-][Si](C)(C)C)(C)C.[Li+].[CH:11]1([CH2:14][OH:15])[CH2:13][CH2:12]1.[CH2:16]([NH:18][C:19](=[O:49])[NH:20][C:21]1[N:26]=[CH:25][C:24]([C:27]2[C:28](F)=[N:29][CH:30]=[C:31]([C:33]([O:35][CH3:36])=[O:34])[CH:32]=2)=[C:23]([C:38]2[S:39][CH:40]=[C:41]([C:43]3[CH:44]=[N:45][N:46]([CH3:48])[CH:47]=3)[N:42]=2)[CH:22]=1)[CH3:17].[CH2:50]1[CH2:54]OC[CH2:51]1, predict the reaction product. The product is: [CH:11]1([CH2:14][O:15][C:28]2[C:27]([C:24]3[CH:25]=[N:26][C:21]([NH:20][C:19]([NH:18][CH2:16][CH3:17])=[O:49])=[CH:22][C:23]=3[C:38]3[S:39][CH:40]=[C:41]([C:43]4[CH:44]=[N:45][N:46]([CH3:48])[CH:47]=4)[N:42]=3)=[CH:32][C:31]([C:33]([O:35][CH2:36][CH:51]3[CH2:50][CH2:54]3)=[O:34])=[CH:30][N:29]=2)[CH2:13][CH2:12]1. (2) Given the reactants [CH3:1][N:2]1[C:6]2[C:7]([C:17]3[CH:22]=[CH:21][CH:20]=[CH:19][CH:18]=3)=[CH:8][CH:9]=[C:10]([C:11]3[CH:16]=[CH:15][CH:14]=[CH:13][CH:12]=3)[C:5]=2[N:4]=[C:3]1[CH:23]=O.[CH3:25][O:26][C:27]1[CH:34]=[C:33]([O:35][CH3:36])[CH:32]=[CH:31][C:28]=1[CH2:29][NH2:30], predict the reaction product. The product is: [CH3:25][O:26][C:27]1[CH:34]=[C:33]([O:35][CH3:36])[CH:32]=[CH:31][C:28]=1[CH2:29]/[N:30]=[CH:23]/[C:3]1[N:2]([CH3:1])[C:6]2[C:7]([C:17]3[CH:22]=[CH:21][CH:20]=[CH:19][CH:18]=3)=[CH:8][CH:9]=[C:10]([C:11]3[CH:16]=[CH:15][CH:14]=[CH:13][CH:12]=3)[C:5]=2[N:4]=1. (3) Given the reactants [CH2:1]([NH:3][C:4]1[CH:9]=[C:8]([O:10][CH3:11])[CH:7]=[CH:6][C:5]=1[C@H:12]1[CH2:21][CH2:20][C:19]2[CH:18]=[C:17]([O:22][C:23](=[O:28])[C:24]([CH3:27])([CH3:26])[CH3:25])[CH:16]=[CH:15][C:14]=2[CH2:13]1)[CH3:2].[CH:29]([C:31]1[CH:36]=[CH:35][C:34]([CH2:37][C:38]([OH:40])=[O:39])=[CH:33][CH:32]=1)=O, predict the reaction product. The product is: [C:38]([CH2:37][C:34]1[CH:35]=[CH:36][C:31]([CH2:29][CH2:2][CH2:1][NH:3][C:4]2[CH:9]=[C:8]([O:10][CH3:11])[CH:7]=[CH:6][C:5]=2[C@H:12]2[CH2:21][CH2:20][C:19]3[CH:18]=[C:17]([O:22][C:23](=[O:28])[C:24]([CH3:27])([CH3:26])[CH3:25])[CH:16]=[CH:15][C:14]=3[CH2:13]2)=[CH:32][CH:33]=1)([OH:40])=[O:39]. (4) Given the reactants [C:1]([O:5][C:6]([N:8]([CH2:12][CH2:13][OH:14])[CH:9]([CH3:11])[CH3:10])=[O:7])([CH3:4])([CH3:3])[CH3:2].[CH2:15](Br)[C:16]1[CH:21]=[CH:20][CH:19]=[CH:18][CH:17]=1.[H-].[Na+].O, predict the reaction product. The product is: [CH2:15]([O:14][CH2:13][CH2:12][N:8]([CH:9]([CH3:10])[CH3:11])[C:6]([O:5][C:1]([CH3:2])([CH3:3])[CH3:4])=[O:7])[C:16]1[CH:21]=[CH:20][CH:19]=[CH:18][CH:17]=1. (5) Given the reactants [F:1][C:2]([F:28])([F:27])[C:3]1[CH:26]=[CH:25][C:6]([CH2:7][O:8]/[N:9]=[C:10](/[C:12]2C=C[C:15]([O:18][CH2:19][C:20]3[NH:24][N:23]=[N:22][N:21]=3)=[CH:14][CH:13]=2)\[CH3:11])=[CH:5][CH:4]=1.C(=O)([O-])[O-].[Cs+].[Cs+].Br[CH2:36][CH2:37][C:38]([O:40][CH2:41][CH3:42])=[O:39].O.[CH3:44][N:45](C=O)C, predict the reaction product. The product is: [CH2:41]([O:40][C:38](=[O:39])[CH2:37][CH2:36][N:22]1[N:23]=[N:24][C:20]([CH2:19][O:18][C:15]2[CH:14]=[CH:13][C:12]([C:10](=[N:9][O:8][CH2:7][C:6]3[CH:25]=[CH:26][C:3]([C:2]([F:28])([F:27])[F:1])=[CH:4][CH:5]=3)[CH3:11])=[CH:44][N:45]=2)=[N:21]1)[CH3:42]. (6) Given the reactants [CH3:1][O:2][C:3]1[C:8]([CH3:9])=[CH:7][N:6]=[C:5]([CH2:10]O)[C:4]=1[CH3:12].S(Cl)([Cl:15])=O, predict the reaction product. The product is: [ClH:15].[Cl:15][CH2:10][C:5]1[C:4]([CH3:12])=[C:3]([O:2][CH3:1])[C:8]([CH3:9])=[CH:7][N:6]=1. (7) Given the reactants [Cl:1][C:2]1[CH:7]=[C:6]([C:8]2[N:13]=[C:12](Cl)[C:11]([C:15]3[CH:20]=[CH:19][CH:18]=[C:17]([CH3:21])[CH:16]=3)=[C:10]([C:22]3[CH:27]=[CH:26][N:25]=[C:24]([Cl:28])[CH:23]=3)[N:9]=2)[CH:5]=[CH:4][N:3]=1.FC1C=CC(C2C3N([CH:58]=[N:59][N:60]=3)C(NC(C3C=CC=CC=3)(C)C)=NC=2C2C=CN=CC=2)=CC=1, predict the reaction product. The product is: [CH3:21][C:17]1[CH:16]=[C:15]([C:11]2[C:12]3[N:13]([CH:58]=[N:59][N:60]=3)[C:8]([C:6]3[CH:5]=[CH:4][N:3]=[C:2]([Cl:1])[CH:7]=3)=[N:9][C:10]=2[C:22]2[CH:27]=[CH:26][N:25]=[C:24]([Cl:28])[CH:23]=2)[CH:20]=[CH:19][CH:18]=1.